Task: Predict the product of the given reaction.. Dataset: Forward reaction prediction with 1.9M reactions from USPTO patents (1976-2016) (1) Given the reactants C(OC([N:8]1[CH2:13][CH2:12][CH2:11][C:10]2([NH:18][C:17](=[O:19])[C:16]3[CH:20]=[C:21](/[CH:24]=[CH:25]/[C:26]([NH:28][O:29]C4CCCCO4)=[O:27])[CH:22]=[CH:23][C:15]=3[O:14]2)[CH2:9]1)=O)(C)(C)C.Cl, predict the reaction product. The product is: [O:19]=[C:17]1[C:16]2[CH:20]=[C:21](/[CH:24]=[CH:25]/[C:26]([NH:28][OH:29])=[O:27])[CH:22]=[CH:23][C:15]=2[O:14][C:10]2([CH2:11][CH2:12][CH2:13][NH:8][CH2:9]2)[NH:18]1. (2) Given the reactants [C:1]1([C@@:7]([N:13]2[CH2:18][CH2:17][CH2:16][CH2:15][CH2:14]2)([CH3:12])[C:8]([O:10][CH3:11])=[O:9])[CH:6]=[CH:5][CH:4]=[CH:3][CH:2]=1.[N:19]12[CH2:26]C[CH:22]([CH2:23][CH2:24]1)[C@@H:21](O)[CH2:20]2.[H-].[Na+], predict the reaction product. The product is: [C:1]1([C@@:7]([N:13]2[CH2:18][CH2:17][CH2:16][CH2:15][CH2:14]2)([CH3:12])[C:8]([O:10][C@@H:11]2[CH:22]3[CH2:23][CH2:24][N:19]([CH2:20][CH2:21]3)[CH2:26]2)=[O:9])[CH:2]=[CH:3][CH:4]=[CH:5][CH:6]=1. (3) Given the reactants [F:1][C:2]1[CH:14]=[CH:13][C:5]([CH2:6][C:7]2[N:8]=[N:9][N:10]([CH3:12])[N:11]=2)=[CH:4][CH:3]=1.FC1C=CC(CC2N(C)N=NN=2)=CC=1.[Li]CCCC.[N:34]1[CH:39]=[CH:38][CH:37]=[C:36]([C:40]([C:42]2[CH:43]=[N:44][CH:45]=[CH:46][CH:47]=2)=[O:41])[CH:35]=1, predict the reaction product. The product is: [F:1][C:2]1[CH:14]=[CH:13][C:5]([CH:6]([C:7]2[N:8]=[N:9][N:10]([CH3:12])[N:11]=2)[C:40]([C:42]2[CH:43]=[N:44][CH:45]=[CH:46][CH:47]=2)([C:36]2[CH:35]=[N:34][CH:39]=[CH:38][CH:37]=2)[OH:41])=[CH:4][CH:3]=1. (4) Given the reactants N[C:2]1[O:3][C:4]2[C:9]([CH:10]([C:14]3[CH:19]=[C:18]([O:20][CH3:21])[C:17]([O:22][CH3:23])=[C:16]([O:24][CH3:25])[CH:15]=3)[C:11]=1[C:12]#[N:13])=[CH:8][CH:7]=[C:6]([O:26][CH3:27])[CH:5]=2.C(O)=[O:29], predict the reaction product. The product is: [C:12]([CH:11]1[CH:10]([C:14]2[CH:15]=[C:16]([O:24][CH3:25])[C:17]([O:22][CH3:23])=[C:18]([O:20][CH3:21])[CH:19]=2)[C:9]2[C:4](=[CH:5][C:6]([O:26][CH3:27])=[CH:7][CH:8]=2)[O:3][C:2]1=[O:29])#[N:13].